Dataset: Catalyst prediction with 721,799 reactions and 888 catalyst types from USPTO. Task: Predict which catalyst facilitates the given reaction. (1) Reactant: [CH2:1]([O:3][C:4]([C:6]1([C:19]([O:21][CH2:22][CH3:23])=[O:20])[CH2:11][CH2:10][N:9](CC2C=CC=CC=2)[CH2:8][CH2:7]1)=[O:5])[CH3:2].[H][H]. Product: [CH2:1]([O:3][C:4]([C:6]1([C:19]([O:21][CH2:22][CH3:23])=[O:20])[CH2:11][CH2:10][NH:9][CH2:8][CH2:7]1)=[O:5])[CH3:2]. The catalyst class is: 29. (2) Reactant: [CH2:1]([O:3][C:4]([C@H:6]1[CH2:11][CH2:10][C@H:9]([N:12]2[C:16]([C:17]([F:20])([F:19])[F:18])=[C:15]([C:21](O)=[O:22])[CH:14]=[N:13]2)[CH2:8][C@@H:7]1[CH3:24])=[O:5])[CH3:2].C(Cl)(=O)C([Cl:28])=O. Product: [Cl:28][C:21]([C:15]1[CH:14]=[N:13][N:12]([C@H:9]2[CH2:10][CH2:11][C@H:6]([C:4]([O:3][CH2:1][CH3:2])=[O:5])[C@@H:7]([CH3:24])[CH2:8]2)[C:16]=1[C:17]([F:20])([F:19])[F:18])=[O:22]. The catalyst class is: 59. (3) Reactant: [OH:1][C@H:2]1[C@H:7]2[CH2:8][C@H:4]([C@@H:5]([C:16]([O:18][CH3:19])=[O:17])[N:6]2[C:9]([O:11][C:12]([CH3:15])([CH3:14])[CH3:13])=[O:10])[CH2:3]1.C[O-].[Na+].[Cl-].[NH4+]. The catalyst class is: 5. Product: [OH:1][C@H:2]1[C@H:7]2[CH2:8][C@H:4]([C@H:5]([C:16]([O:18][CH3:19])=[O:17])[N:6]2[C:9]([O:11][C:12]([CH3:13])([CH3:14])[CH3:15])=[O:10])[CH2:3]1. (4) Reactant: S(O[CH2:6][C:7]1[CH:12]=[CH:11][CH:10]=[C:9]([NH:13][C:14]([O:16][C:17]([CH3:20])([CH3:19])[CH3:18])=[O:15])[CH:8]=1)(C)(=O)=O.[NH:21]1[CH:25]=[CH:24][N:23]=[CH:22]1.[Na]. Product: [N:21]1([CH2:6][C:7]2[CH:12]=[CH:11][CH:10]=[C:9]([NH:13][C:14]([O:16][C:17]([CH3:20])([CH3:19])[CH3:18])=[O:15])[CH:8]=2)[CH:25]=[CH:24][N:23]=[CH:22]1. The catalyst class is: 3. (5) Reactant: C1(P(C2C=CC=CC=2)C2C=CC=CC=2)C=CC=CC=1.CC(OC(/N=N/C(OC(C)C)=O)=O)C.[N:34]1[CH:39]=[CH:38][C:37]([C:40]2[C:44]3[C:45](=[O:49])[NH:46][CH:47]=[CH:48][C:43]=3[O:42][CH:41]=2)=[CH:36][CH:35]=1.[N:50]1[C:59]2[C:54](=[CH:55][CH:56]=[CH:57][CH:58]=2)[CH:53]=[CH:52][C:51]=1[CH2:60][CH2:61]O.Cl. Product: [N:34]1[CH:35]=[CH:36][C:37]([C:40]2[C:44]3[C:45](=[O:49])[N:46]([CH2:61][CH2:60][C:51]4[CH:52]=[CH:53][C:54]5[C:59](=[CH:58][CH:57]=[CH:56][CH:55]=5)[N:50]=4)[CH:47]=[CH:48][C:43]=3[O:42][CH:41]=2)=[CH:38][CH:39]=1. The catalyst class is: 721.